Dataset: Reaction yield outcomes from USPTO patents with 853,638 reactions. Task: Predict the reaction yield, written as a fraction of the theoretical maximum amount of product (1.0 means a 100% yield; for example, 0.34 means a 34% yield). (1) The reactants are [Br:1][C:2]1[CH:7]=[CH:6][C:5]([NH:8][C:9]2[C:10]([C:20](=[O:26])[CH2:21][O:22]COC)=[CH:11][C:12]3[N:16]([CH3:17])[CH:15]=[N:14][C:13]=3[C:18]=2[F:19])=[C:4]([Cl:27])[CH:3]=1.Cl.CO.C([O-])(O)=O.[Na+]. The catalyst is CCOC(C)=O.O. The product is [Br:1][C:2]1[CH:7]=[CH:6][C:5]([NH:8][C:9]2[C:10]([C:20](=[O:26])[CH2:21][OH:22])=[CH:11][C:12]3[N:16]([CH3:17])[CH:15]=[N:14][C:13]=3[C:18]=2[F:19])=[C:4]([Cl:27])[CH:3]=1. The yield is 0.540. (2) The yield is 0.792. The product is [Br:39][C:33]1[CH:34]=[C:35]([F:38])[CH:36]=[CH:37][C:32]=1[C@@H:20]1[N:21]=[C:22]([C:27]2[S:28][CH:29]=[CH:30][N:31]=2)[NH:23][C:24]([CH2:25][N:6]2[CH2:7][C:3]([F:2])([F:13])[CH2:4][C@H:5]2[CH2:8][CH2:9][C:10]([OH:12])=[O:11])=[C:19]1[C:17]([O:16][CH2:14][CH3:15])=[O:18]. The catalyst is C(O)C. The reactants are Cl.[F:2][C:3]1([F:13])[CH2:7][NH:6][C@H:5]([CH2:8][CH2:9][C:10]([OH:12])=[O:11])[CH2:4]1.[CH2:14]([O:16][C:17]([C:19]1[C@H:20]([C:32]2[CH:37]=[CH:36][C:35]([F:38])=[CH:34][C:33]=2[Br:39])[N:21]=[C:22]([C:27]2[S:28][CH:29]=[CH:30][N:31]=2)[NH:23][C:24]=1[CH2:25]Br)=[O:18])[CH3:15].C([O-])([O-])=O.[K+].[K+]. (3) The reactants are [NH2:1][C:2]1[CH:3]=[C:4]([CH2:22][NH2:23])[C:5]([S:8]([NH:11][C:12]2[CH:13]=[CH:14][C:15]3[CH2:19][O:18][B:17]([OH:20])[C:16]=3[CH:21]=2)(=[O:10])=[O:9])=[N:6][CH:7]=1.[CH3:24][C:25]([O:28][C:29](O[C:29]([O:28][C:25]([CH3:27])([CH3:26])[CH3:24])=[O:30])=[O:30])([CH3:27])[CH3:26].C(=O)([O-])[O-].[K+].[K+].Cl. The catalyst is CO.O. The product is [NH2:1][C:2]1[CH:3]=[C:4]([CH2:22][NH:23][C:29](=[O:30])[O:28][C:25]([CH3:27])([CH3:26])[CH3:24])[C:5]([S:8](=[O:9])(=[O:10])[NH:11][C:12]2[CH:13]=[CH:14][C:15]3[CH2:19][O:18][B:17]([OH:20])[C:16]=3[CH:21]=2)=[N:6][CH:7]=1. The yield is 0.750.